From a dataset of NCI-60 drug combinations with 297,098 pairs across 59 cell lines. Regression. Given two drug SMILES strings and cell line genomic features, predict the synergy score measuring deviation from expected non-interaction effect. (1) Drug 1: C1CCC(CC1)NC(=O)N(CCCl)N=O. Drug 2: C(CC(=O)O)C(=O)CN.Cl. Cell line: SR. Synergy scores: CSS=49.4, Synergy_ZIP=-0.721, Synergy_Bliss=-1.75, Synergy_Loewe=-16.9, Synergy_HSA=-0.0891. (2) Drug 1: CC1=C2C(C(=O)C3(C(CC4C(C3C(C(C2(C)C)(CC1OC(=O)C(C(C5=CC=CC=C5)NC(=O)C6=CC=CC=C6)O)O)OC(=O)C7=CC=CC=C7)(CO4)OC(=O)C)O)C)OC(=O)C. Drug 2: COC1=C2C(=CC3=C1OC=C3)C=CC(=O)O2. Cell line: UO-31. Synergy scores: CSS=-2.60, Synergy_ZIP=0.842, Synergy_Bliss=0.578, Synergy_Loewe=-3.71, Synergy_HSA=-1.85. (3) Drug 1: CCC1(CC2CC(C3=C(CCN(C2)C1)C4=CC=CC=C4N3)(C5=C(C=C6C(=C5)C78CCN9C7C(C=CC9)(C(C(C8N6C=O)(C(=O)OC)O)OC(=O)C)CC)OC)C(=O)OC)O.OS(=O)(=O)O. Drug 2: C1CCC(C(C1)N)N.C(=O)(C(=O)[O-])[O-].[Pt+4]. Cell line: NCI-H322M. Synergy scores: CSS=-2.72, Synergy_ZIP=2.08, Synergy_Bliss=1.88, Synergy_Loewe=-0.810, Synergy_HSA=-0.992. (4) Drug 1: CS(=O)(=O)C1=CC(=C(C=C1)C(=O)NC2=CC(=C(C=C2)Cl)C3=CC=CC=N3)Cl. Drug 2: C1CN(CCN1C(=O)CCBr)C(=O)CCBr. Cell line: OVCAR3. Synergy scores: CSS=7.13, Synergy_ZIP=-3.55, Synergy_Bliss=-2.73, Synergy_Loewe=-5.20, Synergy_HSA=-5.36. (5) Drug 1: CNC(=O)C1=CC=CC=C1SC2=CC3=C(C=C2)C(=NN3)C=CC4=CC=CC=N4. Drug 2: COCCOC1=C(C=C2C(=C1)C(=NC=N2)NC3=CC=CC(=C3)C#C)OCCOC.Cl. Cell line: SK-OV-3. Synergy scores: CSS=11.4, Synergy_ZIP=11.5, Synergy_Bliss=10.4, Synergy_Loewe=6.26, Synergy_HSA=8.78.